From a dataset of Forward reaction prediction with 1.9M reactions from USPTO patents (1976-2016). Predict the product of the given reaction. (1) Given the reactants [CH2:1]([C:4]([C@:6](C(=O)C1C=CC=CC=1)([C@@:8](C(=O)C1C=CC=CC=1)([C@@H:10]([N:13]=[N+:14]=[N-:15])[CH2:11][OH:12])[OH:9])[OH:7])=[O:5])[CH:2]=[CH2:3].C1COCC1.C[O-].[Na+].C(O)(=O)C, predict the reaction product. The product is: [CH2:1]([C:4]([C@H:6]([C@@H:8]([C@@H:10]([N:13]=[N+:14]=[N-:15])[CH2:11][OH:12])[OH:9])[OH:7])=[O:5])[CH:2]=[CH2:3]. (2) Given the reactants Br[C:2]1[CH:3]=[C:4]2[C:8](=[CH:9][CH:10]=1)[N:7](C1CCCCO1)[N:6]=[C:5]2[C:17]1[CH:22]=[CH:21][C:20]([F:23])=[CH:19][CH:18]=1.C([Li])CCC.CCCCCC.[C:35]1([CH2:41][CH:42]=[O:43])[CH:40]=[CH:39][CH:38]=[CH:37][CH:36]=1, predict the reaction product. The product is: [F:23][C:20]1[CH:19]=[CH:18][C:17]([C:5]2[C:4]3[C:8](=[CH:9][CH:10]=[C:2]([CH:42]([OH:43])[CH2:41][C:35]4[CH:40]=[CH:39][CH:38]=[CH:37][CH:36]=4)[CH:3]=3)[NH:7][N:6]=2)=[CH:22][CH:21]=1. (3) Given the reactants [Cl:1][C:2]1[N:7]=[C:6]([NH:8][C@H:9]2[CH2:14][CH2:13][CH2:12][CH:11]([OH:15])[CH2:10]2)[C:5]([F:16])=[CH:4][N:3]=1.CC(OI1(OC(C)=O)(OC(C)=O)OC(=O)C2C=CC=CC1=2)=O, predict the reaction product. The product is: [Cl:1][C:2]1[N:7]=[C:6]([NH:8][C@H:9]2[CH2:14][CH2:13][CH2:12][C:11](=[O:15])[CH2:10]2)[C:5]([F:16])=[CH:4][N:3]=1. (4) Given the reactants C[O:2][C:3](=[O:12])[C:4]1[CH:9]=[CH:8][C:7]([Br:10])=[C:6]([CH3:11])[CH:5]=1, predict the reaction product. The product is: [Br:10][C:7]1[CH:8]=[CH:9][C:4]([C:3]([OH:12])=[O:2])=[CH:5][C:6]=1[CH3:11]. (5) The product is: [CH2:19]([C:21]1[C:25]2[CH:26]=[CH:27][C:28]([C:30]([F:31])([F:32])[F:33])=[CH:29][C:24]=2[S:23][C:22]=1/[CH:34]=[CH:10]/[C:11]([O:13][CH2:14][CH3:15])=[O:12])[CH3:20]. Given the reactants BrC1C=CC2C(C)=C(/C=[CH:10]/[C:11]([O:13][CH2:14][CH3:15])=[O:12])SC=2C=1.[CH2:19]([C:21]1[C:25]2[CH:26]=[CH:27][C:28]([C:30]([F:33])([F:32])[F:31])=[CH:29][C:24]=2[S:23][C:22]=1[CH:34]=O)[CH3:20], predict the reaction product. (6) Given the reactants CCCCC.C([Li])(C)(C)C.O1CCCC1.Br[C:17]1[CH:22]=[CH:21][C:20]([C:23]2[N:28]=[C:27]([C:29]3[CH:30]=[C:31]([CH3:35])[CH:32]=[CH:33][CH:34]=3)[N:26]=[C:25]([C:36]3[CH:37]=[C:38]([CH3:42])[CH:39]=[CH:40][CH:41]=3)[N:24]=2)=[CH:19][CH:18]=1.Br[C:44]1[CH:49]=[CH:48][C:47]([C:50]2[CH:55]=[CH:54][C:53]([C:56]([CH3:59])([CH3:58])[CH3:57])=[CH:52][CH:51]=2)=[CH:46][N:45]=1, predict the reaction product. The product is: [C:56]([C:53]1[CH:54]=[CH:55][C:50]([C:47]2[CH:48]=[CH:49][C:44]([C:17]3[CH:18]=[CH:19][C:20]([C:23]4[N:24]=[C:25]([C:36]5[CH:37]=[C:38]([CH3:42])[CH:39]=[CH:40][CH:41]=5)[N:26]=[C:27]([C:29]5[CH:30]=[C:31]([CH3:35])[CH:32]=[CH:33][CH:34]=5)[N:28]=4)=[CH:21][CH:22]=3)=[N:45][CH:46]=2)=[CH:51][CH:52]=1)([CH3:59])([CH3:58])[CH3:57].